Dataset: Reaction yield outcomes from USPTO patents with 853,638 reactions. Task: Predict the reaction yield, written as a fraction of the theoretical maximum amount of product (1.0 means a 100% yield; for example, 0.34 means a 34% yield). (1) The reactants are FC(F)(F)S([C:6]1[C:14]2[S:13][C:12]([NH:15][C:16]([NH:18][CH2:19][CH3:20])=[O:17])=[N:11][C:10]=2[CH:9]=[CH:8][CH:7]=1)(=O)=O.[Cl-].[Li+].[C:25]1(P([C:25]2[CH:30]=[CH:29][CH:28]=[CH:27][CH:26]=2)[C:25]2[CH:30]=[CH:29][CH:28]=[CH:27][CH:26]=2)[CH:30]=[CH:29][CH:28]=[CH:27][CH:26]=1.C([Sn](CCCC)(CCCC)C1C=CC=CC=1)CCC.[Sn]. The catalyst is CO.Cl[Pd](Cl)([P](C1C=CC=CC=1)(C1C=CC=CC=1)C1C=CC=CC=1)[P](C1C=CC=CC=1)(C1C=CC=CC=1)C1C=CC=CC=1. The product is [C:25]1([C:6]2[C:14]3[S:13][C:12]([NH:15][C:16]([NH:18][CH2:19][CH3:20])=[O:17])=[N:11][C:10]=3[CH:9]=[CH:8][CH:7]=2)[CH:30]=[CH:29][CH:28]=[CH:27][CH:26]=1. The yield is 0.120. (2) The reactants are [C:1]([O:5][C:6](=[O:19])[NH:7][CH2:8][CH2:9][CH2:10][CH2:11][C:12]1[CH:17]=[CH:16][C:15]([OH:18])=[CH:14][CH:13]=1)([CH3:4])([CH3:3])[CH3:2].C([O-])([O-])=O.[Cs+].[Cs+].I[CH2:27][C:28]#[N:29]. The catalyst is CN(C=O)C. The product is [C:1]([O:5][C:6](=[O:19])[NH:7][CH2:8][CH2:9][CH2:10][CH2:11][C:12]1[CH:13]=[CH:14][C:15]([O:18][CH2:27][C:28]#[N:29])=[CH:16][CH:17]=1)([CH3:4])([CH3:2])[CH3:3]. The yield is 0.380. (3) The reactants are [C:1]1([C@H:13]2[C@H:17]([C:18]3[CH:23]=[CH:22][CH:21]=[C:20]([O:24]C)[CH:19]=3)[C:16](=[O:26])[NH:15][C:14]2=[O:27])[C:11]2=[C:12]3[C:7](=[CH:8][CH:9]=[CH:10]2)[CH2:6][CH2:5][CH2:4][N:3]3[CH:2]=1.B(Br)(Br)Br. The catalyst is ClCCl. The product is [C:1]1([C@H:13]2[C@H:17]([C:18]3[CH:23]=[CH:22][CH:21]=[C:20]([OH:24])[CH:19]=3)[C:16](=[O:26])[NH:15][C:14]2=[O:27])[C:11]2=[C:12]3[C:7](=[CH:8][CH:9]=[CH:10]2)[CH2:6][CH2:5][CH2:4][N:3]3[CH:2]=1. The yield is 0.630. (4) The reactants are C[O:2][C:3]([C:5]1[C:19]([NH:20][C:21]2[CH:26]=[CH:25][C:24]([Br:27])=[CH:23][C:22]=2[Cl:28])=[C:18]([F:29])[C:8]2[N:9]=[CH:10][N:11]([CH2:12][CH2:13][S:14]([CH3:17])(=[O:16])=[O:15])[C:7]=2[CH:6]=1)=O.[BH4-].[Na+]. The product is [Br:27][C:24]1[CH:25]=[CH:26][C:21]([NH:20][C:19]2[C:5]([CH2:3][OH:2])=[CH:6][C:7]3[N:11]([CH2:12][CH2:13][S:14]([CH3:17])(=[O:16])=[O:15])[CH:10]=[N:9][C:8]=3[C:18]=2[F:29])=[C:22]([Cl:28])[CH:23]=1. The catalyst is CCO.C1COCC1. The yield is 0.790. (5) The reactants are [OH:1][C@H:2]1[C@@H:6]([CH2:7][NH:8][C:9]([O:11][CH2:12][C:13]2[CH:18]=[CH:17][CH:16]=[CH:15][CH:14]=2)=[O:10])[CH2:5][N:4](C(OC(C)(C)C)=O)[CH2:3]1.FC(F)(F)C(O)=O.CO.CC[NH+](CC)CC.CC[NH+](CC)CC.C([O-])([O-])=O. The catalyst is C(Cl)Cl. The product is [OH:1][C@@H:2]1[CH2:3][NH:4][CH2:5][C@@H:6]1[CH2:7][NH:8][C:9](=[O:10])[O:11][CH2:12][C:13]1[CH:18]=[CH:17][CH:16]=[CH:15][CH:14]=1. The yield is 1.00. (6) The reactants are [CH2:1]([C:3]1[C:4]([CH3:27])=[C:5]2[C:9](=[C:10]([O:19][CH2:20][CH2:21][Si:22]([CH3:25])([CH3:24])[CH3:23])[C:11]=1[CH2:12][CH:13]=[C:14]([CH2:17]O)[CH2:15][CH3:16])[C:8](=[O:26])[O:7][CH2:6]2)[CH3:2].C1(P(C2C=CC=CC=2)C2C=CC=CC=2)C=CC=CC=1.C(Br)(Br)(Br)[Br:48]. The catalyst is C(Cl)Cl. The product is [Br:48][CH2:17][C:14]([CH2:15][CH3:16])=[CH:13][CH2:12][C:11]1[C:10]([O:19][CH2:20][CH2:21][Si:22]([CH3:23])([CH3:25])[CH3:24])=[C:9]2[C:5]([CH2:6][O:7][C:8]2=[O:26])=[C:4]([CH3:27])[C:3]=1[CH2:1][CH3:2]. The yield is 0.780. (7) The reactants are Br[C:2]1[S:6][C:5]([CH:7]=[O:8])=[CH:4][CH:3]=1.[CH:9]1([CH2:15][CH2:16]B(O)O)[CH2:14][CH2:13][CH2:12][CH2:11][CH2:10]1. No catalyst specified. The product is [CH:9]1([CH2:15][CH2:16][C:2]2[S:6][C:5]([CH:7]=[O:8])=[CH:4][CH:3]=2)[CH2:14][CH2:13][CH2:12][CH2:11][CH2:10]1. The yield is 0.580.